From a dataset of NCI-60 drug combinations with 297,098 pairs across 59 cell lines. Regression. Given two drug SMILES strings and cell line genomic features, predict the synergy score measuring deviation from expected non-interaction effect. Drug 1: CCN(CC)CCCC(C)NC1=C2C=C(C=CC2=NC3=C1C=CC(=C3)Cl)OC. Drug 2: CC1C(C(CC(O1)OC2CC(CC3=C2C(=C4C(=C3O)C(=O)C5=C(C4=O)C(=CC=C5)OC)O)(C(=O)CO)O)N)O.Cl. Cell line: HCC-2998. Synergy scores: CSS=45.1, Synergy_ZIP=-7.68, Synergy_Bliss=-9.48, Synergy_Loewe=-12.2, Synergy_HSA=-5.43.